This data is from NCI-60 drug combinations with 297,098 pairs across 59 cell lines. The task is: Regression. Given two drug SMILES strings and cell line genomic features, predict the synergy score measuring deviation from expected non-interaction effect. (1) Drug 1: C1CCN(CC1)CCOC2=CC=C(C=C2)C(=O)C3=C(SC4=C3C=CC(=C4)O)C5=CC=C(C=C5)O. Drug 2: C1C(C(OC1N2C=NC3=C(N=C(N=C32)Cl)N)CO)O. Cell line: NCI-H226. Synergy scores: CSS=-5.92, Synergy_ZIP=2.29, Synergy_Bliss=-1.87, Synergy_Loewe=-10.1, Synergy_HSA=-7.82. (2) Synergy scores: CSS=30.6, Synergy_ZIP=2.37, Synergy_Bliss=2.25, Synergy_Loewe=-28.7, Synergy_HSA=2.36. Drug 1: C1=NNC2=C1C(=O)NC=N2. Cell line: KM12. Drug 2: CC1C(C(CC(O1)OC2CC(CC3=C2C(=C4C(=C3O)C(=O)C5=CC=CC=C5C4=O)O)(C(=O)C)O)N)O. (3) Drug 1: CCC1(CC2CC(C3=C(CCN(C2)C1)C4=CC=CC=C4N3)(C5=C(C=C6C(=C5)C78CCN9C7C(C=CC9)(C(C(C8N6C=O)(C(=O)OC)O)OC(=O)C)CC)OC)C(=O)OC)O.OS(=O)(=O)O. Drug 2: CN(C(=O)NC(C=O)C(C(C(CO)O)O)O)N=O. Cell line: UACC62. Synergy scores: CSS=8.22, Synergy_ZIP=-5.28, Synergy_Bliss=-4.78, Synergy_Loewe=-17.8, Synergy_HSA=-7.47. (4) Synergy scores: CSS=38.3, Synergy_ZIP=-0.103, Synergy_Bliss=-0.257, Synergy_Loewe=1.04, Synergy_HSA=-0.148. Drug 1: CCCCC(=O)OCC(=O)C1(CC(C2=C(C1)C(=C3C(=C2O)C(=O)C4=C(C3=O)C=CC=C4OC)O)OC5CC(C(C(O5)C)O)NC(=O)C(F)(F)F)O. Drug 2: C1=NC2=C(N=C(N=C2N1C3C(C(C(O3)CO)O)F)Cl)N. Cell line: OVCAR3.